From a dataset of Full USPTO retrosynthesis dataset with 1.9M reactions from patents (1976-2016). Predict the reactants needed to synthesize the given product. (1) Given the product [OH:2][C:3]1[CH:4]=[C:5]2[C:10](=[CH:11][CH:12]=1)[C:9](=[O:13])[NH:8][CH2:7][CH2:6]2, predict the reactants needed to synthesize it. The reactants are: C[O:2][C:3]1[CH:4]=[C:5]2[C:10](=[CH:11][CH:12]=1)[C:9](=[O:13])[NH:8][CH2:7][CH2:6]2.C([O-])(O)=O.[Na+]. (2) Given the product [CH3:38][O:39][C:40](=[O:46])[C@@H:41]1[CH2:45][CH2:44][CH2:43][N:42]1[C:16](=[O:18])[C@H:12]([CH:13]([CH3:14])[CH3:15])[NH:11][C:1]([O:3][CH2:4][C:5]1[CH:6]=[CH:7][CH:8]=[CH:9][CH:10]=1)=[O:2], predict the reactants needed to synthesize it. The reactants are: [C:1]([NH:11][C@H:12]([C:16]([OH:18])=O)[CH:13]([CH3:15])[CH3:14])([O:3][CH2:4][C:5]1[CH:10]=[CH:9][CH:8]=[CH:7][CH:6]=1)=[O:2].CN(C)CCCN=C=NCC.C(N(CC)CC)C.Cl.[CH3:38][O:39][C:40](=[O:46])[C@@H:41]1[CH2:45][CH2:44][CH2:43][NH:42]1. (3) Given the product [CH3:3][O:4][C:5]1[N:10]=[C:9]([NH:11][C:13]2[S:14][C:15]([C:18]#[N:19])=[CH:16][N:17]=2)[CH:8]=[CH:7][N:6]=1, predict the reactants needed to synthesize it. The reactants are: [H-].[Na+].[CH3:3][O:4][C:5]1[N:10]=[C:9]([NH2:11])[CH:8]=[CH:7][N:6]=1.Cl[C:13]1[S:14][C:15]([C:18]#[N:19])=[CH:16][N:17]=1. (4) Given the product [O:23]1[C:28]2[CH:29]=[CH:30][C:31]([CH2:33][NH:1][CH:2]3[CH2:3][CH2:4][N:5]([CH2:8][CH2:9][N:10]4[C:19]5[C:14](=[CH:15][CH:16]=[C:17]([O:20][CH3:21])[CH:18]=5)[N:13]=[CH:12][C:11]4=[O:22])[CH2:6][CH2:7]3)=[CH:32][C:27]=2[O:26][CH:25]=[CH:24]1, predict the reactants needed to synthesize it. The reactants are: [NH2:1][CH:2]1[CH2:7][CH2:6][N:5]([CH2:8][CH2:9][N:10]2[C:19]3[C:14](=[CH:15][CH:16]=[C:17]([O:20][CH3:21])[CH:18]=3)[N:13]=[CH:12][C:11]2=[O:22])[CH2:4][CH2:3]1.[O:23]1[C:28]2[CH:29]=[CH:30][C:31]([CH:33]=O)=[CH:32][C:27]=2[O:26][CH:25]=[CH:24]1.C(O[BH-](OC(=O)C)OC(=O)C)(=O)C.[Na+].C(=O)([O-])O.[Na+]. (5) Given the product [C:1]([NH:4][C:5]1[C:21]([NH:22][CH2:24][C:25]2[CH:30]=[CH:29][C:28]([O:31][CH2:32][CH2:33][CH2:34][CH2:35][CH3:36])=[CH:27][C:26]=2[Cl:37])=[CH:20][CH:19]=[CH:18][C:6]=1[O:7][CH2:8][CH2:9][CH2:10][CH2:11][CH2:12][C:13]([O:15][CH2:16][CH3:17])=[O:14])(=[O:3])[CH3:2], predict the reactants needed to synthesize it. The reactants are: [C:1]([NH:4][C:5]1[C:21]([NH2:22])=[CH:20][CH:19]=[CH:18][C:6]=1[O:7][CH2:8][CH2:9][CH2:10][CH2:11][CH2:12][C:13]([O:15][CH2:16][CH3:17])=[O:14])(=[O:3])[CH3:2].Br[CH2:24][C:25]1[CH:30]=[CH:29][C:28]([O:31][CH2:32][CH2:33][CH2:34][CH2:35][CH3:36])=[CH:27][C:26]=1[Cl:37].C(=O)([O-])[O-].[K+].[K+].